Dataset: Catalyst prediction with 721,799 reactions and 888 catalyst types from USPTO. Task: Predict which catalyst facilitates the given reaction. (1) Reactant: [Br:1]Br.[F:3][C:4]([F:17])([F:16])[C:5]1[CH:14]=[CH:13][C:12]2[C:11](=[O:15])[NH:10][CH:9]=[CH:8][C:7]=2[N:6]=1.O. Product: [Br:1][C:8]1[C:7]2[N:6]=[C:5]([C:4]([F:3])([F:16])[F:17])[CH:14]=[CH:13][C:12]=2[C:11](=[O:15])[NH:10][CH:9]=1. The catalyst class is: 15. (2) Reactant: [N:1]([CH2:4][C@H:5]1[O:11][CH:9]([OH:10])[C@@H:8]([NH:12][C:13](=[O:15])[CH3:14])[C@@H:7]([OH:16])[C@@H:6]1[NH:17][C:18](=[O:20])[CH3:19])=[N+:2]=[N-:3].[C:21]([CH2:26]C(O)=O)([C:23]([OH:25])=[O:24])=[O:22].[OH-].[Na+].B([O-])([O-])[O-].B([O-])([O-])[O-].B([O-])([O-])[O-].B([O-])([O-])[O-].[Na+].[Na+].[Na+].[Na+].[Na+].[Na+].[Na+].[Na+].[Na+].[Na+].[Na+].[Na+]. Product: [N:1]([CH2:4][C@@H:5]([OH:11])[C@@H:6]([NH:17][C:18](=[O:20])[CH3:19])[C@H:7]([OH:16])[C@H:8]([NH:12][C:13](=[O:15])[CH3:14])[C@H:9]([OH:10])[CH2:26][C:21](=[O:22])[C:23]([OH:25])=[O:24])=[N+:2]=[N-:3]. The catalyst class is: 6. (3) Reactant: [N+:1](/[CH:4]=[CH:5]/[C:6]1[CH:7]=[CH:8][C:9]([C:12]([F:15])([F:14])[F:13])=[N:10][CH:11]=1)([O-:3])=[O:2].C[Si](C)(C)[O:18][C:19]([CH:21]=[CH2:22])=[CH2:20].Cl.CO. Product: [N+:1]([C@@H:4]1[CH2:22][CH2:21][C:19](=[O:18])[CH2:20][C@H:5]1[C:6]1[CH:11]=[N:10][C:9]([C:12]([F:15])([F:13])[F:14])=[CH:8][CH:7]=1)([O-:3])=[O:2]. The catalyst class is: 11. (4) Reactant: [Br:1][C:2]1[CH:7]=[CH:6][C:5]([C:8](=O)[C:9]([C:12]2C=C[N:15]=[C:14](F)[CH:13]=2)=[N:10][OH:11])=[CH:4][CH:3]=1.[CH:20]1([CH:25]=O)[CH2:24][CH2:23][CH2:22][CH2:21]1.[C:27]([O-:30])(=O)[CH3:28].[NH4+:31]. Product: [Br:1][C:2]1[CH:7]=[CH:6][C:5]([C:8]2[N:31]=[C:25]([CH:20]3[CH2:21][CH2:22][CH2:23][CH2:24]3)[N:10]([OH:11])[C:9]=2[C:12]2[CH:13]=[CH:14][NH:15][C:27](=[O:30])[CH:28]=2)=[CH:4][CH:3]=1. The catalyst class is: 15. (5) Reactant: [CH3:1][O:2][C:3]1[CH:14]=[C:13]([N+:15]([O-:17])=[O:16])[CH:12]=[CH:11][C:4]=1[O:5][CH2:6][C:7]([CH3:10])([OH:9])[CH3:8].[CH3:18][Si:19]([CH2:22][CH2:23][O:24][CH2:25]Cl)([CH3:21])[CH3:20].CCN(C(C)C)C(C)C.O. Product: [CH3:1][O:2][C:3]1[CH:14]=[C:13]([N+:15]([O-:17])=[O:16])[CH:12]=[CH:11][C:4]=1[O:5][CH2:6][C:7]([CH3:10])([O:9][CH2:25][O:24][CH2:23][CH2:22][Si:19]([CH3:21])([CH3:20])[CH3:18])[CH3:8]. The catalyst class is: 2. (6) Reactant: [C:1]1([C@@:7]2([CH2:19][CH2:20][NH:21][C:22](=[O:28])[O:23][C:24]([CH3:27])([CH3:26])[CH3:25])[CH2:9][C@H:8]2[CH2:10][O:11]CC2C=CC=CC=2)[CH:6]=[CH:5][CH:4]=[CH:3][CH:2]=1. Product: [OH:11][CH2:10][C@@H:8]1[CH2:9][C@:7]1([CH2:19][CH2:20][NH:21][C:22](=[O:28])[O:23][C:24]([CH3:26])([CH3:25])[CH3:27])[C:1]1[CH:2]=[CH:3][CH:4]=[CH:5][CH:6]=1. The catalyst class is: 63. (7) Reactant: [C:1]([O:4][CH:5]([C:9]1[CH:14]=[CH:13][C:12]([Br:15])=[CH:11][CH:10]=1)[C:6]([OH:8])=O)(=[O:3])[CH3:2].C(Cl)(=O)C(Cl)=O.[F:22][C:23]([F:32])([F:31])[C:24]1[CH:30]=[CH:29][C:27]([NH2:28])=[CH:26][CH:25]=1.C(N(CC)CC)C. Product: [Br:15][C:12]1[CH:13]=[CH:14][C:9]([CH:5]([O:4][C:1](=[O:3])[CH3:2])[C:6](=[O:8])[NH:28][C:27]2[CH:29]=[CH:30][C:24]([C:23]([F:22])([F:31])[F:32])=[CH:25][CH:26]=2)=[CH:10][CH:11]=1. The catalyst class is: 4.